From a dataset of Reaction yield outcomes from USPTO patents with 853,638 reactions. Predict the reaction yield, written as a fraction of the theoretical maximum amount of product (1.0 means a 100% yield; for example, 0.34 means a 34% yield). (1) The reactants are O.ON1C2C=CC=CC=2N=N1.[CH:12]1([NH2:15])[CH2:14][CH2:13]1.Cl.C(N=C=NCCCN(C)C)C.[CH2:28]([O:35][C:36]([N:38]1[CH2:42][C@@H:41]([OH:43])[C@H:40]([C:44](O)=[O:45])[CH2:39]1)=[O:37])[C:29]1[CH:34]=[CH:33][CH:32]=[CH:31][CH:30]=1. The catalyst is O1CCCC1. The product is [CH:12]1([NH:15][C:44]([C@H:40]2[C@H:41]([OH:43])[CH2:42][N:38]([C:36]([O:35][CH2:28][C:29]3[CH:34]=[CH:33][CH:32]=[CH:31][CH:30]=3)=[O:37])[CH2:39]2)=[O:45])[CH2:14][CH2:13]1. The yield is 0.430. (2) The reactants are [F:1][C:2]1[CH:10]=[CH:9][CH:8]=[CH:7][C:3]=1[C:4]([OH:6])=O.[F:11][C:12]1[CH:17]=[CH:16][C:15]([NH:18][C:19]([C:21]2[C:25]([NH2:26])=[CH:24][NH:23][N:22]=2)=[O:20])=[CH:14][CH:13]=1.C(Cl)CCl.C1C=CC2N(O)N=NC=2C=1. The catalyst is CS(C)=O. The product is [F:11][C:12]1[CH:13]=[CH:14][C:15]([NH:18][C:19]([C:21]2[C:25]([NH:26][C:4](=[O:6])[C:3]3[CH:7]=[CH:8][CH:9]=[CH:10][C:2]=3[F:1])=[CH:24][NH:23][N:22]=2)=[O:20])=[CH:16][CH:17]=1. The yield is 0.190. (3) The catalyst is C(#N)C. The reactants are N(OC(C)(C)C)=O.[C:8]([Cu])#[N:9].N[C:12]1[S:13][CH:14]=[C:15]([CH2:17][C:18]([O:20][CH2:21][CH3:22])=[O:19])[N:16]=1. The product is [C:8]([C:12]1[S:13][CH:14]=[C:15]([CH2:17][C:18]([O:20][CH2:21][CH3:22])=[O:19])[N:16]=1)#[N:9]. The yield is 0.250. (4) The reactants are [F:1][C:2]1[CH:3]=[CH:4][C:5]([CH3:16])=[C:6]([C:8]([N:10]2[CH2:15][CH2:14][O:13][CH2:12][CH2:11]2)=[O:9])[CH:7]=1.[Br:17]N1C(=O)CCC1=O.C(OOC(=O)C1C=CC=CC=1)(=O)C1C=CC=CC=1. No catalyst specified. The product is [Br:17][CH2:16][C:5]1[CH:4]=[CH:3][C:2]([F:1])=[CH:7][C:6]=1[C:8]([N:10]1[CH2:11][CH2:12][O:13][CH2:14][CH2:15]1)=[O:9]. The yield is 0.380. (5) The reactants are N[C:2]1[NH:10][C:9]2[N:8]=[CH:7][N:6]([CH2:11][C:12]3[CH:17]=[CH:16][CH:15]=[CH:14][CH:13]=3)[C:5]=2[C:4](=[O:18])[N:3]=1.N([O-])=[O:20].[Na+]. The catalyst is C(O)(=O)C.O. The product is [CH2:11]([N:6]1[C:5]2[C:4](=[O:18])[NH:3][C:2](=[O:20])[NH:10][C:9]=2[N:8]=[CH:7]1)[C:12]1[CH:17]=[CH:16][CH:15]=[CH:14][CH:13]=1. The yield is 0.797. (6) The product is [CH3:1][O:2][C:3]1[C:8]([NH2:9])=[CH:7][CH:6]=[CH:5][N:4]=1. The yield is 0.870. The catalyst is CO.[Pd]. The reactants are [CH3:1][O:2][C:3]1[C:8]([N+:9]([O-])=O)=[CH:7][CH:6]=[CH:5][N:4]=1. (7) The reactants are [Cl:1][C:2]1[CH:19]=[C:18](/[CH:20]=[CH:21]/[CH:22]([C:27]2[CH:32]=[C:31]([Cl:33])[C:30]([Cl:34])=[C:29]([Cl:35])[CH:28]=2)[C:23]([F:26])([F:25])[F:24])[C:17]([O:36]C)=[CH:16][C:3]=1[C:4]([NH:6][CH2:7][C:8](=[O:15])[NH:9][CH2:10][C:11]([F:14])([F:13])[F:12])=[O:5].B(Br)(Br)Br.C([O-])(O)=O.[Na+]. The catalyst is C(Cl)Cl. The product is [Cl:1][C:2]1[CH:19]=[C:18](/[CH:20]=[CH:21]/[CH:22]([C:27]2[CH:32]=[C:31]([Cl:33])[C:30]([Cl:34])=[C:29]([Cl:35])[CH:28]=2)[C:23]([F:26])([F:25])[F:24])[C:17]([OH:36])=[CH:16][C:3]=1[C:4]([NH:6][CH2:7][C:8](=[O:15])[NH:9][CH2:10][C:11]([F:12])([F:13])[F:14])=[O:5]. The yield is 0.330. (8) The catalyst is C1COCC1. The reactants are [H-].[Na+].[CH2:3]([O:10][C:11]1[CH:20]=[C:19]2[C:14]([C:15]([O:21][C:22]3[CH:27]=[CH:26][C:25]([NH2:28])=[CH:24][C:23]=3[F:29])=[CH:16][CH:17]=[N:18]2)=[CH:13][C:12]=1[O:30][CH3:31])[C:4]1[CH:9]=[CH:8][CH:7]=[CH:6][CH:5]=1.[CH3:32][C:33]([O:36][C:37](O[C:37]([O:36][C:33]([CH3:35])([CH3:34])[CH3:32])=[O:38])=[O:38])([CH3:35])[CH3:34]. The product is [CH2:3]([O:10][C:11]1[CH:20]=[C:19]2[C:14]([C:15]([O:21][C:22]3[CH:27]=[CH:26][C:25]([NH:28][C:37](=[O:38])[O:36][C:33]([CH3:35])([CH3:34])[CH3:32])=[CH:24][C:23]=3[F:29])=[CH:16][CH:17]=[N:18]2)=[CH:13][C:12]=1[O:30][CH3:31])[C:4]1[CH:9]=[CH:8][CH:7]=[CH:6][CH:5]=1. The yield is 0.640. (9) The reactants are [Br:1][C:2]1[CH:3]=[N:4][N:5]([CH:7]([CH3:11])[C:8]([OH:10])=[O:9])[CH:6]=1.OS(O)(=O)=O.[CH3:17]O. No catalyst specified. The product is [Br:1][C:2]1[CH:3]=[N:4][N:5]([CH:7]([CH3:11])[C:8]([O:10][CH3:17])=[O:9])[CH:6]=1. The yield is 0.820.